This data is from Reaction yield outcomes from USPTO patents with 853,638 reactions. The task is: Predict the reaction yield, written as a fraction of the theoretical maximum amount of product (1.0 means a 100% yield; for example, 0.34 means a 34% yield). (1) The reactants are [Cl:1][C:2]1[CH:9]=[CH:8][C:5]([C:6]#[N:7])=[C:4]([O:10][C:11]2[CH:16]=[CH:15][CH:14]=[C:13]([CH2:17]N(C)C)[C:12]=2[S:21][CH3:22])[CH:3]=1.[Cl:23]C(OCC)=O.O.C(OCC)C. The catalyst is C1(C)C=CC=CC=1. The product is [Cl:1][C:2]1[CH:9]=[CH:8][C:5]([C:6]#[N:7])=[C:4]([O:10][C:11]2[CH:16]=[CH:15][CH:14]=[C:13]([CH2:17][Cl:23])[C:12]=2[S:21][CH3:22])[CH:3]=1. The yield is 0.810. (2) The reactants are [C:1]([Si:5]([CH3:24])([CH3:23])[O:6][CH2:7][CH2:8][N:9]1[CH2:14][CH2:13][N:12]([CH2:15][C:16]2[CH:21]=[CH:20][C:19]([NH2:22])=[CH:18][CH:17]=2)[CH2:11][CH2:10]1)([CH3:4])([CH3:3])[CH3:2].C1C(=O)N([Br:32])C(=O)C1. The catalyst is CC#N. The product is [Br:32][C:18]1[CH:17]=[C:16]([CH2:15][N:12]2[CH2:11][CH2:10][N:9]([CH2:8][CH2:7][O:6][Si:5]([C:1]([CH3:4])([CH3:3])[CH3:2])([CH3:24])[CH3:23])[CH2:14][CH2:13]2)[CH:21]=[CH:20][C:19]=1[NH2:22]. The yield is 0.320. (3) The reactants are C([O:8][C:9]1[CH:38]=[CH:37][C:12]2[NH:13][C:14]([C:19]3[C:20](=[O:36])[N:21]([NH:30][CH2:31][CH2:32][CH:33]([CH3:35])[CH3:34])[C:22]4[C:27]([C:28]=3[OH:29])=[CH:26][CH:25]=[CH:24][CH:23]=4)=[N:15][S:16](=[O:18])(=[O:17])[C:11]=2[CH:10]=1)C1C=CC=CC=1.C([O-])=O.[NH4+]. The catalyst is O1CCCC1.[Pd].[OH-].[OH-].[Pd+2]. The product is [OH:29][C:28]1[C:27]2[C:22](=[CH:23][CH:24]=[CH:25][CH:26]=2)[N:21]([NH:30][CH2:31][CH2:32][CH:33]([CH3:35])[CH3:34])[C:20](=[O:36])[C:19]=1[C:14]1[NH:13][C:12]2[CH:37]=[CH:38][C:9]([OH:8])=[CH:10][C:11]=2[S:16](=[O:17])(=[O:18])[N:15]=1. The yield is 0.800. (4) The reactants are [CH3:1][O:2][C:3](=[O:13])[C:4]1[CH:9]=[C:8](F)[CH:7]=[CH:6][C:5]=1[C:11]#[N:12].Cl.[CH3:15][NH:16][CH3:17].C(=O)([O-])[O-].[K+].[K+]. The catalyst is CS(C)=O. The product is [CH3:1][O:2][C:3](=[O:13])[C:4]1[CH:9]=[C:8]([N:16]([CH3:17])[CH3:15])[CH:7]=[CH:6][C:5]=1[C:11]#[N:12]. The yield is 0.890.